This data is from Forward reaction prediction with 1.9M reactions from USPTO patents (1976-2016). The task is: Predict the product of the given reaction. (1) The product is: [ClH:2].[ClH:1].[Cl:2][C:3]1[CH:4]=[CH:5][C:6]([C@@H:9]([C@@H:28]2[CH2:29][CH2:30][C:31]([CH3:40])([CH3:41])[NH:32]2)[C:10]([N:12]2[CH2:13][CH2:14][CH:15]([C:18]3[C:19]4[C@H:26]([CH3:27])[CH2:25][CH2:24][C:20]=4[N:21]=[CH:22][N:23]=3)[CH2:16][CH2:17]2)=[O:11])=[CH:7][CH:8]=1. Given the reactants [ClH:1].[Cl:2][C:3]1[CH:8]=[CH:7][C:6]([C@@H:9]([C@H:28]2[N:32](C(OC(C)(C)C)=O)[C:31]([CH3:41])([CH3:40])[CH2:30][CH2:29]2)[C:10]([N:12]2[CH2:17][CH2:16][CH:15]([C:18]3[C:19]4[C@H:26]([CH3:27])[CH2:25][CH2:24][C:20]=4[N:21]=[CH:22][N:23]=3)[CH2:14][CH2:13]2)=[O:11])=[CH:5][CH:4]=1, predict the reaction product. (2) Given the reactants [NH2:1][C:2]1[C:7]([NH:8][C:9](N2C(C)=CC=CC2=O)=O)=[CH:6][CH:5]=[C:4]([N:19]2[CH2:24][CH2:23][CH2:22][C@@H:21]([C:25]([N:27]3[CH2:31][CH2:30][CH2:29][CH2:28]3)=[O:26])[CH2:20]2)[N:3]=1.CO.[CH2:34]([OH:38])[CH:35](C)[CH3:36].C[O-].[Na+], predict the reaction product. The product is: [CH3:2][C:7]1[N:8]([CH2:9][C:9]2[NH:1][C:2]3=[N:3][C:4]([N:19]4[CH2:24][CH2:23][CH2:22][C@@H:21]([C:25]([N:27]5[CH2:28][CH2:29][CH2:30][CH2:31]5)=[O:26])[CH2:20]4)=[CH:5][CH:6]=[C:7]3[N:8]=2)[C:34](=[O:38])[CH:35]=[CH:36][CH:6]=1.